Task: Predict the reaction yield, written as a fraction of the theoretical maximum amount of product (1.0 means a 100% yield; for example, 0.34 means a 34% yield).. Dataset: Reaction yield outcomes from USPTO patents with 853,638 reactions (1) The reactants are Br[C:2]1[CH:3]=[N:4][C:5]([NH:8][C:9]2[CH:30]=[CH:29][C:12]([CH2:13][CH2:14][C@H:15]3[CH2:19][O:18][C:17]([CH3:21])([CH3:20])[N:16]3[C:22]([O:24][C:25]([CH3:28])([CH3:27])[CH3:26])=[O:23])=[CH:11][CH:10]=2)=[N:6][CH:7]=1.[Br-].[C:32]([Zn+])([CH3:35])([CH3:34])[CH3:33]. The catalyst is C1COCC1.CC(C)([P](C(C)(C)C)([Pd][P](C(C)(C)C)(C(C)(C)C)C(C)(C)C)C(C)(C)C)C. The product is [C:32]([C:2]1[CH:3]=[N:4][C:5]([NH:8][C:9]2[CH:30]=[CH:29][C:12]([CH2:13][CH2:14][C@H:15]3[CH2:19][O:18][C:17]([CH3:21])([CH3:20])[N:16]3[C:22]([O:24][C:25]([CH3:28])([CH3:27])[CH3:26])=[O:23])=[CH:11][CH:10]=2)=[N:6][CH:7]=1)([CH3:35])([CH3:34])[CH3:33]. The yield is 0.0900. (2) The reactants are [C:1]1([S:7]([O:10][C:11]2[C:20]([Br:21])=[C:19]3[C:14]([CH:15]=[CH:16][C:17]([CH3:22])=[N:18]3)=[CH:13][CH:12]=2)(=[O:9])=[O:8])[CH:6]=[CH:5][CH:4]=[CH:3][CH:2]=1.[O:23]1CCOCC1. No catalyst specified. The product is [C:1]1([S:7]([O:10][C:11]2[C:20]([Br:21])=[C:19]3[C:14]([CH:15]=[CH:16][C:17]([CH:22]=[O:23])=[N:18]3)=[CH:13][CH:12]=2)(=[O:9])=[O:8])[CH:2]=[CH:3][CH:4]=[CH:5][CH:6]=1. The yield is 0.910. (3) The reactants are Br[C:2]1[C:3]([F:28])=[C:4]([N:8]2[CH:13]=[C:12]([O:14][CH3:15])[C:11](=[O:16])[C:10]([C:17]3[N:21]([C:22]4[CH:27]=[CH:26][CH:25]=[CH:24][CH:23]=4)[N:20]=[CH:19][CH:18]=3)=[N:9]2)[CH:5]=[CH:6][CH:7]=1.Cl.[F:30][C:31]1([F:35])[CH2:34][NH:33][CH2:32]1.O(C(C)(C)C)[Na].CC1(C)C2C(=C(P(C3C=CC=CC=3)C3C=CC=CC=3)C=CC=2)OC2C(P(C3C=CC=CC=3)C3C=CC=CC=3)=CC=CC1=2. The catalyst is O1CCOCC1.C([O-])(O)=O.[Na+].C1C=CC(/C=C/C(/C=C/C2C=CC=CC=2)=O)=CC=1.C1C=CC(/C=C/C(/C=C/C2C=CC=CC=2)=O)=CC=1.C1C=CC(/C=C/C(/C=C/C2C=CC=CC=2)=O)=CC=1.[Pd].[Pd]. The product is [F:30][C:31]1([F:35])[CH2:34][N:33]([C:2]2[C:3]([F:28])=[C:4]([N:8]3[CH:13]=[C:12]([O:14][CH3:15])[C:11](=[O:16])[C:10]([C:17]4[N:21]([C:22]5[CH:27]=[CH:26][CH:25]=[CH:24][CH:23]=5)[N:20]=[CH:19][CH:18]=4)=[N:9]3)[CH:5]=[CH:6][CH:7]=2)[CH2:32]1. The yield is 0.320.